From a dataset of Full USPTO retrosynthesis dataset with 1.9M reactions from patents (1976-2016). Predict the reactants needed to synthesize the given product. (1) Given the product [CH3:17][O:16][C:9]1[C:8]([C:6]2[O:7][N:2]=[C:3]([CH3:4])[N:5]=2)=[C:13]([O:14][CH3:15])[N:12]=[CH:11][N:10]=1, predict the reactants needed to synthesize it. The reactants are: C[N:2](C)[C:3](=[N:5][C:6]([C:8]1[C:9]([O:16][CH3:17])=[N:10][CH:11]=[N:12][C:13]=1[O:14][CH3:15])=[O:7])[CH3:4].Cl.NO.[OH-].[Na+].CC(O)=O. (2) Given the product [Cl:34][C:35]1[CH:36]=[C:37]([NH:38][C:28]([NH:27][C:25](=[O:26])[CH:24]([CH3:23])[CH2:30][CH2:31][CH2:32][CH3:33])=[S:29])[CH:39]=[CH:40][C:41]=1[O:42][C:43]1[C:52]2[C:47](=[CH:48][C:49]([O:55][CH3:56])=[C:50]([O:53][CH3:54])[CH:51]=2)[N:46]=[CH:45][CH:44]=1, predict the reactants needed to synthesize it. The reactants are: S(Cl)(Cl)=O.CC(CCCC)C(O)=O.CC(CCCC)C(Cl)=O.[CH3:23][CH:24]([CH2:30][CH2:31][CH2:32][CH3:33])[C:25]([N:27]=[C:28]=[S:29])=[O:26].[Cl:34][C:35]1[CH:36]=[C:37]([CH:39]=[CH:40][C:41]=1[O:42][C:43]1[C:52]2[C:47](=[CH:48][C:49]([O:55][CH3:56])=[C:50]([O:53][CH3:54])[CH:51]=2)[N:46]=[CH:45][CH:44]=1)[NH2:38]. (3) Given the product [O:19]=[C:18]1[CH2:21][S:22][C:23](=[S:24])[N:1]1[CH2:2][C:3]1[CH:4]=[CH:5][C:6]([C:7]([OH:9])=[O:8])=[CH:10][CH:11]=1, predict the reactants needed to synthesize it. The reactants are: [NH2:1][CH2:2][C:3]1[CH:11]=[CH:10][C:6]([C:7]([OH:9])=[O:8])=[CH:5][CH:4]=1.C(=O)([O-])[O-].[Na+].[Na+].[C:18]([CH2:21][S:22][C:23](=S)[S:24]CC(O)=O)(O)=[O:19]. (4) The reactants are: [Cl:1][C:2]1[CH:7]=[CH:6][C:5]([O:8][C:9]([F:12])([F:11])[F:10])=[CH:4][CH:3]=1.C(N(CC(O)=O)CC(O)=O)CN(CC(O)=O)CC(O)=O.C([Li])(CC)C.C1CCCCC1.C[O:45][B:46]([O:48]C)F. Given the product [Cl:1][C:2]1[CH:3]=[CH:4][C:5]([O:8][C:9]([F:10])([F:11])[F:12])=[C:6]([B:46]([OH:48])[OH:45])[CH:7]=1, predict the reactants needed to synthesize it. (5) Given the product [Cl:34][C:31]1[CH:32]=[CH:33][C:28]([CH2:27][C:19]2[N:18]=[C:17]([NH:14][CH:11]3[CH2:10][CH2:9][N:8]([C:6]4[C:5]([CH3:15])=[CH:4][N:3]=[C:2]([CH3:1])[CH:7]=4)[CH2:13][CH2:12]3)[N:22]=[C:21]([C:23]([OH:26])([CH3:25])[CH3:24])[CH:20]=2)=[CH:29][CH:30]=1, predict the reactants needed to synthesize it. The reactants are: [CH3:1][C:2]1[CH:7]=[C:6]([N:8]2[CH2:13][CH2:12][CH:11]([NH2:14])[CH2:10][CH2:9]2)[C:5]([CH3:15])=[CH:4][N:3]=1.Cl[C:17]1[N:22]=[C:21]([C:23]([OH:26])([CH3:25])[CH3:24])[CH:20]=[C:19]([CH2:27][C:28]2[CH:33]=[CH:32][C:31]([Cl:34])=[CH:30][CH:29]=2)[N:18]=1.C(=O)([O-])[O-].[K+].[K+].C1(P(C2CCCCC2)C2C=CC=CC=2C2C=CC=CC=2)CCCCC1. (6) Given the product [C:1]([O:5][CH2:6][C@H:7]1[N:14]([S:29]([C:27]2[CH:26]=[CH:25][CH:24]=[C:23]3[C:28]=2[N:19]=[CH:20][CH:21]=[CH:22]3)(=[O:30])=[O:31])[CH2:13][C:12]2[CH:15]=[CH:16][CH:17]=[CH:18][C:11]=2[CH2:10][O:9][CH2:8]1)([CH3:4])([CH3:2])[CH3:3], predict the reactants needed to synthesize it. The reactants are: [C:1]([O:5][CH2:6][C@H:7]1[NH:14][CH2:13][C:12]2[CH:15]=[CH:16][CH:17]=[CH:18][C:11]=2[CH2:10][O:9][CH2:8]1)([CH3:4])([CH3:3])[CH3:2].[N:19]1[C:28]2[C:23](=[CH:24][CH:25]=[CH:26][C:27]=2[S:29](Cl)(=[O:31])=[O:30])[CH:22]=[CH:21][CH:20]=1. (7) Given the product [Si:17]([O:16][CH2:15][C:14]([C:10]1[C:11]([CH3:13])=[CH:12][C:7]([B:27]([OH:30])[OH:28])=[CH:8][C:9]=1[CH3:26])([F:25])[F:24])([C:20]([CH3:23])([CH3:22])[CH3:21])([CH3:19])[CH3:18], predict the reactants needed to synthesize it. The reactants are: [Li]CCCC.Br[C:7]1[CH:12]=[C:11]([CH3:13])[C:10]([C:14]([F:25])([F:24])[CH2:15][O:16][Si:17]([C:20]([CH3:23])([CH3:22])[CH3:21])([CH3:19])[CH3:18])=[C:9]([CH3:26])[CH:8]=1.[B:27](OC)([O:30]C)[O:28]C. (8) Given the product [Br:1][C:2]1[C:15]2[N:14]3[CH:23]=[CH:24][N:16]=[C:13]3[C:12]3[CH:11]=[CH:10][CH:9]=[CH:8][C:7]=3[C:6]=2[CH:5]=[CH:4][CH:3]=1, predict the reactants needed to synthesize it. The reactants are: [Br:1][C:2]1[C:15]2[C:6](=[C:7]3[C:12](=[C:13]([NH2:16])[N:14]=2)[CH:11]=[CH:10][CH:9]=[CH:8]3)[CH:5]=[CH:4][CH:3]=1.C(=O)(O)[O-].[Na+].Cl[CH2:23][CH:24]=O.